Predict the reaction yield, written as a fraction of the theoretical maximum amount of product (1.0 means a 100% yield; for example, 0.34 means a 34% yield). From a dataset of Reaction yield outcomes from USPTO patents with 853,638 reactions. (1) The catalyst is CCOCC. The reactants are Br[CH:2]([CH3:12])[C:3]([C:5]1[CH:10]=[CH:9][CH:8]=[C:7]([Cl:11])[CH:6]=1)=[O:4].[CH:13]1([NH2:17])[CH2:16][CH2:15][CH2:14]1.Cl.CCOC(C)=O. The yield is 0.220. The product is [CH:13]1([NH:17][CH:2]([CH3:12])[C:3]([C:5]2[CH:10]=[CH:9][CH:8]=[C:7]([Cl:11])[CH:6]=2)=[O:4])[CH2:16][CH2:15][CH2:14]1. (2) The yield is 0.370. The catalyst is [OH-].[Pd+2].[OH-].C(O)C. The reactants are C([N:8]([C@H:16]1[CH2:21][CH2:20][C@H:19]([C:22]([OH:25])([CH3:24])[CH3:23])[CH2:18][CH2:17]1)CC1C=CC=CC=1)C1C=CC=CC=1. The product is [NH2:8][C@H:16]1[CH2:21][CH2:20][C@H:19]([C:22]([OH:25])([CH3:23])[CH3:24])[CH2:18][CH2:17]1.